From a dataset of Full USPTO retrosynthesis dataset with 1.9M reactions from patents (1976-2016). Predict the reactants needed to synthesize the given product. (1) Given the product [NH2:18][C:16]([C@H:15]([NH:14][C:12](=[O:13])[C:11]1[CH:19]=[CH:20][C:21]([CH3:22])=[C:9]([N:6]2[C:7](=[O:8])[C:2]([Cl:1])=[C:3]([O:23][CH2:24][C:25]3[CH:30]=[CH:29][C:28]([F:31])=[CH:27][C:26]=3[F:32])[N:4]=[CH:5]2)[CH:10]=1)[CH2:36][OH:37])=[O:17], predict the reactants needed to synthesize it. The reactants are: [Cl:1][C:2]1[C:7](=[O:8])[N:6]([C:9]2[CH:10]=[C:11]([CH:19]=[CH:20][C:21]=2[CH3:22])[C:12]([NH:14][CH2:15][C:16]([NH2:18])=[O:17])=[O:13])[CH:5]=[N:4][C:3]=1[O:23][CH2:24][C:25]1[CH:30]=[CH:29][C:28]([F:31])=[CH:27][C:26]=1[F:32].Cl.NC[C:36](N)=[O:37]. (2) The reactants are: [NH:1]([C:34]([O:36][CH2:37][C:38]1[CH:43]=[CH:42][CH:41]=[CH:40][CH:39]=1)=[O:35])[C@H:2]([C:6]([N:8]1[CH2:33][CH2:32][CH2:31][C@H:9]1[C:10]([NH:12][C@H:13]([C:17]([N:19]1[CH2:30][CH2:29][CH2:28][C@H:20]1[C:21]([O:23]C(C)(C)C)=[O:22])=[O:18])[CH:14]([CH3:16])[CH3:15])=[O:11])=[O:7])[CH:3]([CH3:5])[CH3:4].FC(F)(F)C(O)=O. Given the product [NH:1]([C:34]([O:36][CH2:37][C:38]1[CH:39]=[CH:40][CH:41]=[CH:42][CH:43]=1)=[O:35])[C@H:2]([C:6]([N:8]1[CH2:33][CH2:32][CH2:31][C@H:9]1[C:10]([NH:12][C@H:13]([C:17]([N:19]1[CH2:30][CH2:29][CH2:28][C@H:20]1[C:21]([OH:23])=[O:22])=[O:18])[CH:14]([CH3:16])[CH3:15])=[O:11])=[O:7])[CH:3]([CH3:4])[CH3:5], predict the reactants needed to synthesize it. (3) Given the product [C:27]([O:26][C:24]([C@@H:20]1[CH2:21][CH2:22][CH2:23][N:19]1[CH2:18][C:17](=[O:31])[N:14]1[CH2:15][CH2:16][NH:11][CH2:12][CH2:13]1)=[O:25])([CH3:30])([CH3:28])[CH3:29], predict the reactants needed to synthesize it. The reactants are: C(OC([N:11]1[CH2:16][CH2:15][N:14]([C:17](=[O:31])[CH2:18][N:19]2[CH2:23][CH2:22][CH2:21][C@H:20]2[C:24]([O:26][C:27]([CH3:30])([CH3:29])[CH3:28])=[O:25])[CH2:13][CH2:12]1)=O)C1C=CC=CC=1.